From a dataset of Reaction yield outcomes from USPTO patents with 853,638 reactions. Predict the reaction yield, written as a fraction of the theoretical maximum amount of product (1.0 means a 100% yield; for example, 0.34 means a 34% yield). The reactants are [OH:1][C:2]([C:26]1[S:27][CH:28]=[CH:29][CH:30]=1)([C:21]1[S:22][CH:23]=[CH:24][CH:25]=1)[C:3]([O:5][C@H:6]1[CH2:11][CH2:10][C@H:9]([N:12](C(OC(C)(C)C)=O)[CH3:13])[CH2:8][CH2:7]1)=[O:4].Cl. The catalyst is O1CCOCC1. The product is [OH:1][C:2]([C:21]1[S:22][CH:23]=[CH:24][CH:25]=1)([C:26]1[S:27][CH:28]=[CH:29][CH:30]=1)[C:3]([O:5][C@H:6]1[CH2:7][CH2:8][C@H:9]([NH:12][CH3:13])[CH2:10][CH2:11]1)=[O:4]. The yield is 0.780.